Dataset: Forward reaction prediction with 1.9M reactions from USPTO patents (1976-2016). Task: Predict the product of the given reaction. Given the reactants COC(=O)N[C@@H](C(C)C)C(N1[C@H](C2NC(C3C=CC(C4C=CC5C(=CC=C(C6NC([C@@H]7CCCN7[C:48](=[O:61])[C@H:49]([NH:56][C:57]([O:59][CH3:60])=[O:58])[C:50]7[CH:55]=[CH:54][CH:53]=[CH:52][CH:51]=7)=NC=6)C=5)C=4)=CC=3)=CN=2)CC2(OCCO2)C1)=O.[F:66][C:67]1([F:122])[C:79]2[CH:78]=[C:77]([C:80]3[CH:81]=[CH:82][C:83]4[N:87]=[C:86]([C@@H:88]5[CH2:96][C:91]6([O:95][CH2:94][CH2:93][O:92]6)[CH2:90][N:89]5[C:97](=[O:110])[C@@H:98]([NH:105][C:106](=[O:109])[O:107][CH3:108])[CH:99]5[CH2:104][CH2:103][O:102][CH2:101][CH2:100]5)[NH:85][C:84]=4[CH:111]=3)[CH:76]=[CH:75][C:74]=2[C:73]2[C:68]1=[CH:69][C:70]([C:112]1[NH:116][C:115]([C@@H:117]3[CH2:121][CH2:120][CH2:119][NH:118]3)=[N:114][CH:113]=1)=[CH:71][CH:72]=2.Cl, predict the reaction product. The product is: [CH3:108][O:107][C:106](=[O:109])[NH:105][C@@H:98]([CH:99]1[CH2:104][CH2:103][O:102][CH2:101][CH2:100]1)[C:97]([N:89]1[C@H:88]([C:86]2[NH:85][C:84]3[CH:111]=[C:80]([C:77]4[CH:76]=[CH:75][C:74]5[C:73]6[C:68](=[CH:69][C:70]([C:112]7[NH:116][C:115]([C@@H:117]8[CH2:121][CH2:120][CH2:119][N:118]8[C:48](=[O:61])[C@H:49]([NH:56][C:57]([O:59][CH3:60])=[O:58])[C:50]8[CH:55]=[CH:54][CH:53]=[CH:52][CH:51]=8)=[N:114][CH:113]=7)=[CH:71][CH:72]=6)[C:67]([F:66])([F:122])[C:79]=5[CH:78]=4)[CH:81]=[CH:82][C:83]=3[N:87]=2)[CH2:96][C:91]2([O:95][CH2:94][CH2:93][O:92]2)[CH2:90]1)=[O:110].